Dataset: Full USPTO retrosynthesis dataset with 1.9M reactions from patents (1976-2016). Task: Predict the reactants needed to synthesize the given product. (1) Given the product [ClH:37].[NH2:7][CH2:8][C:9](=[O:35])[CH2:10][S:11][C:12]1[N:13]([C:28]2[CH:33]=[CH:32][CH:31]=[C:30]([F:34])[CH:29]=2)[C:14](=[O:27])[C:15]2[C:20]([C:21]3[CH:22]=[CH:23][CH:24]=[CH:25][CH:26]=3)=[CH:19][S:18][C:16]=2[N:17]=1, predict the reactants needed to synthesize it. The reactants are: C(OC(=O)[NH:7][CH2:8][C:9](=[O:35])[CH2:10][S:11][C:12]1[N:13]([C:28]2[CH:33]=[CH:32][CH:31]=[C:30]([F:34])[CH:29]=2)[C:14](=[O:27])[C:15]2[C:20]([C:21]3[CH:26]=[CH:25][CH:24]=[CH:23][CH:22]=3)=[CH:19][S:18][C:16]=2[N:17]=1)(C)(C)C.[ClH:37]. (2) Given the product [CH:17]1([C:5]2[CH:6]=[C:7]([C:10]([F:13])([F:12])[F:11])[CH:8]=[CH:9][C:4]=2[C:3]([OH:2])=[O:15])[CH2:21][CH2:20][CH2:19][CH2:18]1, predict the reactants needed to synthesize it. The reactants are: C[O:2][C:3](=[O:15])[C:4]1[CH:9]=[CH:8][C:7]([C:10]([F:13])([F:12])[F:11])=[CH:6][C:5]=1I.[Br-].[CH:17]1([Zn+])[CH2:21][CH2:20][CH2:19][CH2:18]1.[OH-].[Na+]. (3) Given the product [CH:47]1([NH:50][C:43]([C:40]2[N:41]=[N:42][C:37]([C:16]3[CH:15]=[CH:14][C:13]([C@@H:11]([N:7]4[CH2:6][CH2:5][C@:4]([CH2:3][C:2]([OH:1])([CH3:35])[CH3:34])([C:28]5[CH:33]=[CH:32][CH:31]=[CH:30][CH:29]=5)[O:9][C:8]4=[O:10])[CH3:12])=[CH:18][CH:17]=3)=[CH:38][CH:39]=2)=[O:45])[CH2:49][CH2:48]1, predict the reactants needed to synthesize it. The reactants are: [OH:1][C:2]([CH3:35])([CH3:34])[CH2:3][C@@:4]1([C:28]2[CH:33]=[CH:32][CH:31]=[CH:30][CH:29]=2)[O:9][C:8](=[O:10])[N:7]([C@H:11]([C:13]2[CH:18]=[CH:17][C:16](B3OC(C)(C)C(C)(C)O3)=[CH:15][CH:14]=2)[CH3:12])[CH2:6][CH2:5]1.Cl[C:37]1[N:42]=[N:41][C:40]([C:43]([O:45]C)=O)=[CH:39][CH:38]=1.[CH:47]1([NH2:50])[CH2:49][CH2:48]1. (4) Given the product [CH2:19]([O:18][C:16]([NH:15][C:5]([CH2:9][CH:10]([CH2:13][CH3:14])[CH2:11][CH3:12])([C:6]([OH:8])=[O:7])[C:4]([OH:26])=[O:3])=[O:17])[C:20]1[CH:21]=[CH:22][CH:23]=[CH:24][CH:25]=1, predict the reactants needed to synthesize it. The reactants are: C([O:3][C:4](=[O:26])[C:5]([NH:15][C:16]([O:18][CH2:19][C:20]1[CH:25]=[CH:24][CH:23]=[CH:22][CH:21]=1)=[O:17])([CH2:9][CH:10]([CH2:13][CH3:14])[CH2:11][CH3:12])[C:6]([OH:8])=[O:7])C.[OH-].[Na+].